Task: Predict the product of the given reaction.. Dataset: Forward reaction prediction with 1.9M reactions from USPTO patents (1976-2016) (1) Given the reactants [OH:1][C:2]1[CH:3]=[C:4]([CH:8]=[C:9]([S:11]([F:16])([F:15])([F:14])([F:13])[F:12])[CH:10]=1)[C:5]([OH:7])=[O:6].[CH3:17][O-].[Na+].CI.Cl, predict the reaction product. The product is: [CH3:17][O:1][C:2]1[CH:3]=[C:4]([CH:8]=[C:9]([S:11]([F:16])([F:12])([F:13])([F:14])[F:15])[CH:10]=1)[C:5]([OH:7])=[O:6]. (2) Given the reactants O[C@@H:2]1[CH2:7][CH2:6][CH2:5][N:4]([C:8]([C:10]2[CH:11]=[N:12][O:13][C:14]=2[CH3:15])=[O:9])[CH2:3]1.[C:16]1([C:22]2[NH:26][N:25]=[N:24][N:23]=2)[CH:21]=[CH:20][CH:19]=[CH:18][CH:17]=1, predict the reaction product. The product is: [CH3:15][C:14]1[O:13][N:12]=[CH:11][C:10]=1[C:8]([N:4]1[CH2:5][CH2:6][CH2:7][C@H:2]([N:24]2[N:25]=[N:26][C:22]([C:16]3[CH:21]=[CH:20][CH:19]=[CH:18][CH:17]=3)=[N:23]2)[CH2:3]1)=[O:9]. (3) Given the reactants [F:1][C:2]1[C:7]([C:8]2[CH:13]=[CH:12][C:11]([C:14]([F:17])([F:16])[F:15])=[CH:10][CH:9]=2)=[CH:6][C:5]([CH2:18][NH2:19])=[CH:4][CH:3]=1.[F:20][C:21]1[CH:26]=[CH:25][C:24]([S:27]([N:30]([CH2:34][C:35](O)=[O:36])[CH:31]([CH3:33])[CH3:32])(=[O:29])=[O:28])=[CH:23][CH:22]=1.CN(C(ON1N=NC2C=CC=NC1=2)=[N+](C)C)C.F[P-](F)(F)(F)(F)F.C(N(CC)C(C)C)(C)C.OS([O-])(=O)=O.[K+], predict the reaction product. The product is: [F:20][C:21]1[CH:22]=[CH:23][C:24]([S:27]([N:30]([CH:31]([CH3:33])[CH3:32])[CH2:34][C:35]([NH:19][CH2:18][C:5]2[CH:6]=[C:7]([C:8]3[CH:9]=[CH:10][C:11]([C:14]([F:16])([F:17])[F:15])=[CH:12][CH:13]=3)[C:2]([F:1])=[CH:3][CH:4]=2)=[O:36])(=[O:28])=[O:29])=[CH:25][CH:26]=1. (4) Given the reactants [NH2:1][C:2]1[CH:7]=[C:6]([O:8][C:9]2[CH:14]=[CH:13][C:12]([NH:15][C:16]([C:18]3([C:21]([NH:23][C:24]4[CH:29]=[CH:28][C:27]([F:30])=[CH:26][CH:25]=4)=[O:22])[CH2:20][CH2:19]3)=[O:17])=[C:11]([F:31])[CH:10]=2)[CH:5]=[CH:4][N:3]=1.C([N:34]([CH2:37]C)CC)C.ClC([O:42][C:43]1[CH:48]=CC=C[CH:44]=1)=O.[O:49]1CCCC1, predict the reaction product. The product is: [F:31][C:11]1[CH:10]=[C:9]([O:8][C:6]2[CH:5]=[CH:4][N:3]=[C:2]([NH:1][C:37]([N:34]3[CH2:44][CH:43]([OH:42])[CH2:48]3)=[O:49])[CH:7]=2)[CH:14]=[CH:13][C:12]=1[NH:15][C:16]([C:18]1([C:21]([NH:23][C:24]2[CH:25]=[CH:26][C:27]([F:30])=[CH:28][CH:29]=2)=[O:22])[CH2:20][CH2:19]1)=[O:17]. (5) Given the reactants C([Li])CCC.[Cl:6][C:7]1[CH:12]=[CH:11][CH:10]=[CH:9][C:8]=1[C@H:13]1[O:15][C@:14]1([CH2:24][N:25]1[CH:29]=[N:28][CH:27]=[N:26]1)[C:16]1[CH:21]=[CH:20][C:19]([F:22])=[C:18]([F:23])[CH:17]=1.[CH3:30][S:31]SC.[Cl-].[NH4+], predict the reaction product. The product is: [Cl:6][C:7]1[CH:12]=[CH:11][CH:10]=[CH:9][C:8]=1[C@H:13]1[O:15][C@:14]1([CH2:24][N:25]1[C:29]([S:31][CH3:30])=[N:28][CH:27]=[N:26]1)[C:16]1[CH:21]=[CH:20][C:19]([F:22])=[C:18]([F:23])[CH:17]=1.